This data is from NCI-60 drug combinations with 297,098 pairs across 59 cell lines. The task is: Regression. Given two drug SMILES strings and cell line genomic features, predict the synergy score measuring deviation from expected non-interaction effect. (1) Drug 1: CC1=C(C=C(C=C1)C(=O)NC2=CC(=CC(=C2)C(F)(F)F)N3C=C(N=C3)C)NC4=NC=CC(=N4)C5=CN=CC=C5. Drug 2: C(CN)CNCCSP(=O)(O)O. Cell line: NCI-H460. Synergy scores: CSS=-0.0810, Synergy_ZIP=1.35, Synergy_Bliss=3.47, Synergy_Loewe=-1.28, Synergy_HSA=-0.0891. (2) Drug 1: CN1C(=O)N2C=NC(=C2N=N1)C(=O)N. Drug 2: CC1=C(C=C(C=C1)NC(=O)C2=CC=C(C=C2)CN3CCN(CC3)C)NC4=NC=CC(=N4)C5=CN=CC=C5. Cell line: SF-539. Synergy scores: CSS=3.78, Synergy_ZIP=-2.52, Synergy_Bliss=-2.69, Synergy_Loewe=-10.7, Synergy_HSA=-3.36.